This data is from Catalyst prediction with 721,799 reactions and 888 catalyst types from USPTO. The task is: Predict which catalyst facilitates the given reaction. (1) The catalyst class is: 347. Product: [C:36]([O:16][C:12]1[CH:11]=[C:10]([C@H:9]2[CH2:8][CH2:7][N:6]([C:17]([O:19][C:20]([CH3:22])([CH3:21])[CH3:23])=[O:18])[CH2:5][C@@H:4]2[NH:3][CH2:1][CH3:2])[CH:15]=[CH:14][CH:13]=1)(=[O:43])[C:37]1[CH:42]=[CH:41][CH:40]=[CH:39][CH:38]=1. Reactant: [CH2:1]([NH:3][C@@H:4]1[C@@H:9]([C:10]2[CH:15]=[CH:14][CH:13]=[C:12]([OH:16])[CH:11]=2)[CH2:8][CH2:7][N:6]([C:17]([O:19][C:20]([CH3:23])([CH3:22])[CH3:21])=[O:18])[CH2:5]1)[CH3:2].Cl.CN(C)CCCN=C=NCC.[C:36](O)(=[O:43])[C:37]1[CH:42]=[CH:41][CH:40]=[CH:39][CH:38]=1.[Cl-].[NH4+]. (2) Reactant: [H-].[Na+].[Cl:3][C:4]1[CH:9]=[CH:8][C:7]([C:10]2([CH:14]3[C:26]4[NH:25][C:24]5[C:19](=[CH:20][CH:21]=[CH:22][CH:23]=5)[C:18]=4[CH2:17][CH2:16][N:15]3[C:27]([O:29][C:30]([CH3:33])([CH3:32])[CH3:31])=[O:28])[CH2:13][CH2:12][CH2:11]2)=[CH:6][CH:5]=1.Br[CH2:35][C:36]#[N:37].O. Product: [Cl:3][C:4]1[CH:9]=[CH:8][C:7]([C:10]2([CH:14]3[C:26]4[N:25]([CH2:35][C:36]#[N:37])[C:24]5[C:19](=[CH:20][CH:21]=[CH:22][CH:23]=5)[C:18]=4[CH2:17][CH2:16][N:15]3[C:27]([O:29][C:30]([CH3:33])([CH3:32])[CH3:31])=[O:28])[CH2:13][CH2:12][CH2:11]2)=[CH:6][CH:5]=1. The catalyst class is: 9.